From a dataset of Forward reaction prediction with 1.9M reactions from USPTO patents (1976-2016). Predict the product of the given reaction. (1) The product is: [OH:39][C@H:33]([CH2:32][CH2:31][CH2:30][CH2:29][CH2:28][CH2:27][CH2:26][CH2:25][CH2:24][CH2:23][CH2:22][CH:21]([CH3:40])[CH3:20])[CH2:34][C:35]([O:37][CH3:38])=[O:36]. Given the reactants O[C@H](CCCCCCCCCC(C)C)CC(OC)=O.[CH3:20][CH:21]([CH3:40])[CH2:22][CH:23]=[CH:24][CH2:25][CH2:26][CH2:27][CH2:28][CH2:29][CH2:30][CH2:31][CH2:32][C:33](=[O:39])[CH2:34][C:35]([O:37][CH3:38])=[O:36], predict the reaction product. (2) Given the reactants C1(P(C2C=CC=CC=2)C2C=CC=CC=2)C=CC=CC=1.[C:20]([O:24][C:25]([N:27]1[CH2:32][CH2:31][CH:30]([OH:33])[CH2:29][CH2:28]1)=[O:26])([CH3:23])([CH3:22])[CH3:21].[CH2:34]([S:36][C:37]1[N:46]=[CH:45][C:44]2[C:39](=[CH:40][C:41](O)=[CH:42][CH:43]=2)[N:38]=1)[CH3:35], predict the reaction product. The product is: [CH2:34]([S:36][C:37]1[N:46]=[CH:45][C:44]2[C:39](=[CH:40][C:41]([O:33][CH:30]3[CH2:31][CH2:32][N:27]([C:25]([O:24][C:20]([CH3:23])([CH3:21])[CH3:22])=[O:26])[CH2:28][CH2:29]3)=[CH:42][CH:43]=2)[N:38]=1)[CH3:35]. (3) Given the reactants C1(P(C2C=CC=CC=2)C2C=CC=CC=2)C=CC=CC=1.BrN1C(=O)CCC1=O.[CH:28]([N:31]1[C:39]2[C:34](=[CH:35][CH:36]=[C:37]([CH3:40])[CH:38]=2)[C:33]([C:41]([OH:43])=O)=[CH:32]1)([CH3:30])[CH3:29].[NH2:44][C:45]1[S:46][CH:47]=[CH:48][N:49]=1, predict the reaction product. The product is: [S:46]1[CH:47]=[CH:48][N:49]=[C:45]1[NH:44][C:41]([C:33]1[C:34]2[C:39](=[CH:38][C:37]([CH3:40])=[CH:36][CH:35]=2)[N:31]([CH:28]([CH3:29])[CH3:30])[CH:32]=1)=[O:43]. (4) Given the reactants [CH2:1]([N:8]1[CH2:12][CH:11]([C:13]2[CH:18]=[CH:17][C:16]([Cl:19])=[C:15]([Cl:20])[CH:14]=2)[CH:10]([NH2:21])[CH2:9]1)[C:2]1[CH:7]=[CH:6][CH:5]=[CH:4][CH:3]=1.[C:22]([O-])([O-])=O.[K+].[K+].ClC(OCC)=O.B, predict the reaction product. The product is: [CH2:1]([N:8]1[CH2:12][C@@H:11]([C:13]2[CH:18]=[CH:17][C:16]([Cl:19])=[C:15]([Cl:20])[CH:14]=2)[C@H:10]([NH:21][CH3:22])[CH2:9]1)[C:2]1[CH:3]=[CH:4][CH:5]=[CH:6][CH:7]=1. (5) Given the reactants [N+:1]([C:4]1[CH:13]=[C:12]2[C:7]([CH2:8][CH2:9][CH2:10][N:11]2[C:14](=[O:19])[C:15]([F:18])([F:17])[F:16])=[CH:6][CH:5]=1)([O-:3])=[O:2].II.[I:22]([O-])(=O)=O.[K+].O, predict the reaction product. The product is: [I:22][C:6]1[CH:5]=[C:4]([N+:1]([O-:3])=[O:2])[CH:13]=[C:12]2[C:7]=1[CH2:8][CH2:9][CH2:10][N:11]2[C:14](=[O:19])[C:15]([F:18])([F:16])[F:17]. (6) Given the reactants [C:1]([O:5][C:6]([N:8]1[CH2:12][CH2:11][CH:10]([C:13]2[CH:18]=[CH:17][CH:16]=[CH:15][CH:14]=2)[C@H:9]1[C:19](O)=[O:20])=[O:7])([CH3:4])([CH3:3])[CH3:2].[C:22]1([CH:28]([C:35]2[CH:40]=[CH:39][CH:38]=[CH:37][CH:36]=2)[N:29]2[CH2:34][CH2:33][NH:32][CH2:31][CH2:30]2)[CH:27]=[CH:26][CH:25]=[CH:24][CH:23]=1.C([N:44](CC)C(C)C)(C)C.C1CN([P+](ON2N=NC3C=CC=CC2=3)(N2CCCC2)N2CCCC2)CC1.F[P-](F)(F)(F)(F)F, predict the reaction product. The product is: [CH:28]([N:29]1[CH2:30][CH2:31][N:32]([NH:44][C:19]([C@@H:9]2[CH:10]([C:13]3[CH:18]=[CH:17][CH:16]=[CH:15][CH:14]=3)[CH2:11][CH2:12][N:8]2[C:6]([O:5][C:1]([CH3:2])([CH3:4])[CH3:3])=[O:7])=[O:20])[CH2:33][CH2:34]1)([C:22]1[CH:23]=[CH:24][CH:25]=[CH:26][CH:27]=1)[C:35]1[CH:40]=[CH:39][CH:38]=[CH:37][CH:36]=1. (7) Given the reactants Cl.[CH3:2][C@H:3]1[NH:8][CH2:7][CH2:6][N:5]([C:9]([C:11]2[CH:16]=[CH:15][CH:14]=[CH:13][CH:12]=2)=[O:10])[CH2:4]1.[Br:17][C:18]1[S:22][C:21]([S:23](Cl)(=[O:25])=[O:24])=[CH:20][CH:19]=1, predict the reaction product. The product is: [Br:17][C:18]1[S:22][C:21]([S:23]([N:8]2[CH2:7][CH2:6][N:5]([C:9]([C:11]3[CH:16]=[CH:15][CH:14]=[CH:13][CH:12]=3)=[O:10])[CH2:4][C@H:3]2[CH3:2])(=[O:25])=[O:24])=[CH:20][CH:19]=1. (8) The product is: [C:1]([O:5][C:6]([C:8]1[C:16]2[C:11](=[CH:12][CH:13]=[CH:14][CH:15]=2)[N:10]([CH2:36][CH:19]([O:7][C:6](=[O:5])[CH3:8])[CH2:20][O:21][C:22]2[CH:23]=[CH:24][C:25]([CH2:28][CH2:29][CH2:30][CH2:31][CH2:32][CH2:33][CH2:34][CH3:35])=[CH:26][CH:27]=2)[CH:9]=1)=[O:7])([CH3:4])([CH3:2])[CH3:3]. Given the reactants [C:1]([O:5][C:6]([C:8]1[C:16]2[C:11](=[CH:12][CH:13]=[CH:14][CH:15]=2)[NH:10][CH:9]=1)=[O:7])([CH3:4])([CH3:3])[CH3:2].BrC[CH:19]([CH2:36]C([O-])=O)[CH2:20][O:21][C:22]1[CH:27]=[CH:26][C:25]([CH2:28][CH2:29][CH2:30][CH2:31][CH2:32][CH2:33][CH2:34][CH3:35])=[CH:24][CH:23]=1, predict the reaction product. (9) Given the reactants [NH2:1][CH2:2][C@H:3]1[N:8]([C:9]([C:11]2[N:12]=[C:13]([CH3:23])[S:14][C:15]=2[C:16]2[CH:17]=[C:18]([CH3:22])[CH:19]=[CH:20][CH:21]=2)=[O:10])[CH2:7][C@@H:6]2[C@H:4]1[CH2:5]2.[CH3:24][O:25][C:26]1[CH:36]=[CH:35][CH:34]=[CH:33][C:27]=1[O:28][CH2:29][C:30](O)=[O:31], predict the reaction product. The product is: [CH3:24][O:25][C:26]1[CH:36]=[CH:35][CH:34]=[CH:33][C:27]=1[O:28][CH2:29][C:30]([NH:1][CH2:2][C@H:3]1[N:8]([C:9]([C:11]2[N:12]=[C:13]([CH3:23])[S:14][C:15]=2[C:16]2[CH:17]=[C:18]([CH3:22])[CH:19]=[CH:20][CH:21]=2)=[O:10])[CH2:7][C@@H:6]2[C@H:4]1[CH2:5]2)=[O:31].